From a dataset of Forward reaction prediction with 1.9M reactions from USPTO patents (1976-2016). Predict the product of the given reaction. Given the reactants C[O:2][C:3](=[O:37])[CH2:4][CH2:5][C@H:6]([NH:22][C:23](=[O:36])[CH2:24][CH2:25][CH2:26][CH2:27][CH2:28][CH2:29][C:30]1[CH:35]=[CH:34][CH:33]=[CH:32][CH:31]=1)[CH2:7][C:8]1[CH:13]=[CH:12][C:11]([O:14][CH2:15][C:16]2[CH:21]=[CH:20][CH:19]=[CH:18][CH:17]=2)=[CH:10][CH:9]=1.[OH-].[Na+], predict the reaction product. The product is: [CH2:15]([O:14][C:11]1[CH:12]=[CH:13][C:8]([CH2:7][C@@H:6]([NH:22][C:23](=[O:36])[CH2:24][CH2:25][CH2:26][CH2:27][CH2:28][CH2:29][C:30]2[CH:31]=[CH:32][CH:33]=[CH:34][CH:35]=2)[CH2:5][CH2:4][C:3]([OH:37])=[O:2])=[CH:9][CH:10]=1)[C:16]1[CH:17]=[CH:18][CH:19]=[CH:20][CH:21]=1.